Dataset: Catalyst prediction with 721,799 reactions and 888 catalyst types from USPTO. Task: Predict which catalyst facilitates the given reaction. (1) Reactant: [OH:1][CH:2]([C:32]1[CH:37]=[CH:36][C:35]([OH:38])=[CH:34][CH:33]=1)[CH:3]([NH:18][C:19]([C:21]1[CH:22]=[CH:23][CH:24]=[C:25]2[CH2:31][CH2:30][CH2:29][CH:28]=[CH:27][C:26]=12)=[O:20])[CH2:4][C:5]1[CH:10]=[CH:9][CH:8]=[C:7]([O:11][C:12]([F:17])([F:16])[CH:13]([F:15])[F:14])[CH:6]=1.C(=O)([O-])[O-].[K+].[K+].Br[CH2:46][C:47]([O:49][CH2:50][CH3:51])=[O:48]. Product: [C:47]([O:49][CH2:50][CH2:51][O:38][C:35]1[CH:36]=[CH:37][C:32]([CH:2]([OH:1])[CH:3]([NH:18][C:19]([C:21]2[C:26]3[CH:27]=[CH:28][CH2:29][CH2:30][CH2:31][C:25]=3[CH:24]=[CH:23][CH:22]=2)=[O:20])[CH2:4][C:5]2[CH:10]=[CH:9][CH:8]=[C:7]([O:11][C:12]([F:16])([F:17])[CH:13]([F:15])[F:14])[CH:6]=2)=[CH:33][CH:34]=1)(=[O:48])[CH3:46]. The catalyst class is: 35. (2) Reactant: C[Al](C)C.Cl.[CH2:6]([NH2:8])[CH3:7].[C:9]1([C:15]2[CH:16]=[C:17]([CH:22]=[CH:23][CH:24]=2)[C:18](OC)=[O:19])[CH:14]=[CH:13][CH:12]=[CH:11][CH:10]=1.Cl. Product: [CH2:6]([NH:8][C:18](=[O:19])[C:17]1[CH:22]=[CH:23][CH:24]=[C:15]([C:9]2[CH:10]=[CH:11][CH:12]=[CH:13][CH:14]=2)[CH:16]=1)[CH3:7]. The catalyst class is: 11. (3) The catalyst class is: 7. Product: [OH:6][C@H:5]([CH2:4][OH:3])[CH2:7][CH2:8][NH:9][C:10]([CH:12]1[CH:16]([C:17]2[CH:22]=[CH:21][CH:20]=[C:19]([Cl:23])[C:18]=2[F:24])[C:15]([C:27]2[CH:32]=[CH:31][C:30]([Cl:33])=[CH:29][N:28]=2)([C:25]#[N:26])[CH:14]([CH2:34][C:35]([CH3:36])([CH3:38])[CH3:37])[NH:13]1)=[O:11]. Reactant: CC1(C)[O:6][C@@H:5]([CH2:7][CH2:8][NH:9][C:10]([CH:12]2[CH:16]([C:17]3[CH:22]=[CH:21][CH:20]=[C:19]([Cl:23])[C:18]=3[F:24])[C:15]([C:27]3[CH:32]=[CH:31][C:30]([Cl:33])=[CH:29][N:28]=3)([C:25]#[N:26])[CH:14]([CH2:34][C:35]([CH3:38])([CH3:37])[CH3:36])[NH:13]2)=[O:11])[CH2:4][O:3]1.Cl. (4) Reactant: [CH2:1]([S:8][CH:9]1[CH:13]([OH:14])[CH2:12][N:11]([C:15](=[O:34])[C@H:16]([CH2:30][CH:31]([CH3:33])[CH3:32])[NH:17][C:18]([C:20]2[CH:29]=[CH:28][C:27]3[C:22](=[CH:23][CH:24]=[CH:25][CH:26]=3)[N:21]=2)=[O:19])[CH2:10]1)[C:2]1[CH:7]=[CH:6][CH:5]=[CH:4][CH:3]=1.CC(OI1(OC(C)=O)(OC(C)=O)OC(=O)C2C=CC=CC1=2)=O.CCCCCC.C(OCC)(=O)C. Product: [CH2:1]([S:8][CH:9]1[C:13](=[O:14])[CH2:12][N:11]([C:15](=[O:34])[C@H:16]([CH2:30][CH:31]([CH3:32])[CH3:33])[NH:17][C:18]([C:20]2[CH:29]=[CH:28][C:27]3[C:22](=[CH:23][CH:24]=[CH:25][CH:26]=3)[N:21]=2)=[O:19])[CH2:10]1)[C:2]1[CH:7]=[CH:6][CH:5]=[CH:4][CH:3]=1. The catalyst class is: 4. (5) Reactant: [Cl:1][C:2]1[CH:7]=[CH:6][C:5]([C:8]([F:11])([F:10])[F:9])=[CH:4][CH:3]=1.NCCCCN.C([Li])CCC.CCCCCC.[C:29](=[O:31])=[O:30]. Product: [Cl:1][C:2]1[CH:3]=[CH:4][C:5]([C:8]([F:9])([F:10])[F:11])=[CH:6][C:7]=1[C:29]([OH:31])=[O:30]. The catalyst class is: 7.